From a dataset of Reaction yield outcomes from USPTO patents with 853,638 reactions. Predict the reaction yield, written as a fraction of the theoretical maximum amount of product (1.0 means a 100% yield; for example, 0.34 means a 34% yield). (1) The reactants are [F:1][C:2]([F:20])([F:19])[C:3]([N:5]1[CH2:14][CH2:13][C:12]2[C:7](=[CH:8][C:9]([N+:16]([O-:18])=[O:17])=[CH:10][C:11]=2I)[CH2:6]1)=[O:4].C([Sn](CCCC)(CCCC)[N:26]1[C:30]2[CH:31]=[CH:32][CH:33]=[CH:34][C:29]=2[S:28][CH2:27]1)CCC. The catalyst is C1(C)C=CC=CC=1.[Cu]I. The product is [S:28]1[C:29]2[CH:34]=[CH:33][CH:32]=[CH:31][C:30]=2[N:26]=[C:27]1[C:11]1[CH:10]=[C:9]([N+:16]([O-:18])=[O:17])[CH:8]=[C:7]2[C:12]=1[CH2:13][CH2:14][N:5]([C:3](=[O:4])[C:2]([F:20])([F:19])[F:1])[CH2:6]2. The yield is 0.750. (2) The reactants are Br[C:2]1[CH:7]=[CH:6][C:5]([F:8])=[CH:4][C:3]=1[CH3:9].[C:10]([Cu])#[N:11]. The catalyst is CN(C=O)C.O. The product is [F:8][C:5]1[CH:6]=[CH:7][C:2]([C:10]#[N:11])=[C:3]([CH3:9])[CH:4]=1. The yield is 0.600. (3) The reactants are [Si]([O:8][C@H:9]1[C@@H:13]([O:14][Si:15]([C:18]([CH3:21])([CH3:20])[CH3:19])([CH3:17])[CH3:16])[C@H:12]([N:22]2[CH:27]=[CH:26][C:25](=[O:28])[N:24]([CH2:29][C:30]3[CH:35]=[CH:34][C:33]([O:36][CH3:37])=[CH:32][CH:31]=3)[C:23]2=[O:38])[O:11][CH:10]1[C@H:39]([OH:70])[C@@H:40]([C:63]([O:65]C(C)(C)C)=[O:64])[NH:41][CH2:42][CH2:43][CH2:44][NH:45][C:46](=[O:62])[C@H:47]([C@@H:59]([OH:61])[CH3:60])[NH:48][C:49](=[O:58])[O:50][CH2:51][C:52]1[CH:57]=[CH:56][CH:55]=[CH:54][CH:53]=1)(C(C)(C)C)(C)C.FC(F)(F)C(O)=O. The catalyst is FC(F)(F)C(O)=O.C(Cl)Cl. The product is [Si:15]([O:14][C@H:13]1[C@H:12]([N:22]2[CH:27]=[CH:26][C:25](=[O:28])[N:24]([CH2:29][C:30]3[CH:31]=[CH:32][C:33]([O:36][CH3:37])=[CH:34][CH:35]=3)[C:23]2=[O:38])[O:11][CH:10]([C@H:39]([OH:70])[C@@H:40]([C:63]([OH:65])=[O:64])[NH:41][CH2:42][CH2:43][CH2:44][NH:45][C:46](=[O:62])[C@H:47]([C@@H:59]([OH:61])[CH3:60])[NH:48][C:49](=[O:58])[O:50][CH2:51][C:52]2[CH:57]=[CH:56][CH:55]=[CH:54][CH:53]=2)[C@H:9]1[OH:8])([C:18]([CH3:19])([CH3:20])[CH3:21])([CH3:16])[CH3:17]. The yield is 0.950. (4) The yield is 0.542. The reactants are [Br:1]N1C(=O)CCC1=O.[S:9]1[CH:13]=[C:12]([NH:14][C:15](=[O:17])[CH3:16])[N:11]=[CH:10]1. The product is [Br:1][C:13]1[S:9][CH:10]=[N:11][C:12]=1[NH:14][C:15](=[O:17])[CH3:16]. The catalyst is CC(O)=O.C1COCC1. (5) The reactants are [Br:1][C:2]1[CH:3]=[C:4]([CH:8]=[CH:9][CH:10]=1)[C:5](Cl)=[O:6].[CH3:11][NH:12][CH2:13][C:14]1[CH:19]=[CH:18][CH:17]=[C:16]([O:20][CH3:21])[CH:15]=1.C(N(CC)CC)C. No catalyst specified. The product is [Br:1][C:2]1[CH:3]=[C:4]([CH:8]=[CH:9][CH:10]=1)[C:5]([N:12]([CH2:13][C:14]1[CH:19]=[CH:18][CH:17]=[C:16]([O:20][CH3:21])[CH:15]=1)[CH3:11])=[O:6]. The yield is 0.980.